From a dataset of Cav3 T-type calcium channel HTS with 100,875 compounds. Binary Classification. Given a drug SMILES string, predict its activity (active/inactive) in a high-throughput screening assay against a specified biological target. (1) The compound is O=C(N1CCC(CC1)C(O)=O)NC1CCCCC1. The result is 0 (inactive). (2) The drug is O=C(NC1CCCC1)C(N(C1CCCCC1)C(=O)Cn1nc(nn1)c1cc(OC)c(OC)cc1)CC. The result is 0 (inactive). (3) The result is 0 (inactive). The compound is S(=O)(=O)(NCC(C)C)c1ccc(CCC(=O)Nc2cc3OCOc3cc2)cc1.